From a dataset of Full USPTO retrosynthesis dataset with 1.9M reactions from patents (1976-2016). Predict the reactants needed to synthesize the given product. (1) Given the product [CH2:1]([CH:8]1[CH2:13][CH2:12][N:11]([CH2:17][CH2:16][CH2:14][NH:25][CH2:18][C:19]2[CH:24]=[CH:23][CH:22]=[CH:21][CH:20]=2)[CH2:10][CH2:9]1)[C:2]1[CH:7]=[CH:6][CH:5]=[CH:4][CH:3]=1, predict the reactants needed to synthesize it. The reactants are: [CH2:1]([CH:8]1[CH2:13][CH2:12][NH:11][CH2:10][CH2:9]1)[C:2]1[CH:7]=[CH:6][CH:5]=[CH:4][CH:3]=1.[CH:14]([CH:16]=[CH2:17])=O.[CH2:18]([NH2:25])[C:19]1[CH:24]=[CH:23][CH:22]=[CH:21][CH:20]=1.C(O[BH-](OC(=O)C)OC(=O)C)(=O)C.[Na+].[OH-].[Na+]. (2) Given the product [Cl:17][CH2:13][C:12]1[O:11][CH:10]=[N:9][C:8]=1[C:5]1[CH:6]=[CH:7][C:2]([F:1])=[CH:3][CH:4]=1, predict the reactants needed to synthesize it. The reactants are: [F:1][C:2]1[CH:7]=[CH:6][C:5]([C:8]2[N:9]=[CH:10][O:11][C:12]=2[CH2:13]O)=[CH:4][CH:3]=1.P(Cl)(Cl)([Cl:17])=O.